This data is from Forward reaction prediction with 1.9M reactions from USPTO patents (1976-2016). The task is: Predict the product of the given reaction. (1) Given the reactants FC(F)(F)C(O)=O.[F:8][C:9]1[CH:14]=[CH:13][CH:12]=[CH:11][C:10]=1[C:15]1[CH:27]=[CH:26][C:18]([C:19]([O:21]C(C)(C)C)=[O:20])=[C:17]([NH:28][C:29]([C:31]2[CH:32]=[N:33][CH:34]=[C:35]([C:37]3[CH:42]=[CH:41][CH:40]=[CH:39][CH:38]=3)[CH:36]=2)=[O:30])[CH:16]=1, predict the reaction product. The product is: [F:8][C:9]1[CH:14]=[CH:13][CH:12]=[CH:11][C:10]=1[C:15]1[CH:27]=[CH:26][C:18]([C:19]([OH:21])=[O:20])=[C:17]([NH:28][C:29]([C:31]2[CH:32]=[N:33][CH:34]=[C:35]([C:37]3[CH:42]=[CH:41][CH:40]=[CH:39][CH:38]=3)[CH:36]=2)=[O:30])[CH:16]=1. (2) Given the reactants [C:1]([C:3]1[CH:9]=[C:8]([C:10]([F:13])([F:12])[F:11])[CH:7]=[CH:6][C:4]=1[NH2:5])#[CH:2].[N:14]([Si](C)(C)C)=[N+:15]=[N-:16].CO.CN(C=O)C, predict the reaction product. The product is: [NH:14]1[C:1]([C:3]2[CH:9]=[C:8]([C:10]([F:11])([F:12])[F:13])[CH:7]=[CH:6][C:4]=2[NH2:5])=[CH:2][N:16]=[N:15]1. (3) Given the reactants Cl.[CH3:2][O:3][C:4]1[CH:5]=[C:6]([C:12]2[C:13]([CH3:25])([CH3:24])[C:14](=[O:23])[N:15]([CH:17]3[CH2:22][CH2:21][NH:20][CH2:19][CH2:18]3)[N:16]=2)[CH:7]=[CH:8][C:9]=1[O:10][CH3:11].[C:26]([O:29][C:30]1[CH:31]=[C:32]([CH:36]=[CH:37][CH:38]=1)[C:33](O)=[O:34])(=[O:28])[CH3:27].C1CCC(N=C=NC2CCCCC2)CC1, predict the reaction product. The product is: [C:26]([O:29][C:30]1[CH:38]=[CH:37][CH:36]=[C:32]([C:33]([N:20]2[CH2:21][CH2:22][CH:17]([N:15]3[C:14](=[O:23])[C:13]([CH3:25])([CH3:24])[C:12]([C:6]4[CH:7]=[CH:8][C:9]([O:10][CH3:11])=[C:4]([O:3][CH3:2])[CH:5]=4)=[N:16]3)[CH2:18][CH2:19]2)=[O:34])[CH:31]=1)(=[O:28])[CH3:27]. (4) Given the reactants O[C:2]1([C:8]2[C:9]([NH:14]C(=O)C(C)(C)C)=[N:10][CH:11]=[CH:12][CH:13]=2)[CH2:7][CH2:6][O:5][CH2:4][CH2:3]1.[OH-].[Na+], predict the reaction product. The product is: [O:5]1[CH2:4][CH:3]=[C:2]([C:8]2[C:9]([NH2:14])=[N:10][CH:11]=[CH:12][CH:13]=2)[CH2:7][CH2:6]1. (5) The product is: [OH:25][B:22]1[C:21]2[CH:26]=[C:17]([NH:16][S:9]([C:6]3[CH:7]=[CH:8][C:3]([O:2][CH3:1])=[CH:4][C:5]=3[N+:13]([O-:15])=[O:14])(=[O:11])=[O:10])[CH:18]=[CH:19][C:20]=2[CH2:24][O:23]1. Given the reactants [CH3:1][O:2][C:3]1[CH:8]=[CH:7][C:6]([S:9](Cl)(=[O:11])=[O:10])=[C:5]([N+:13]([O-:15])=[O:14])[CH:4]=1.[NH2:16][C:17]1[CH:18]=[CH:19][C:20]2[CH2:24][O:23][B:22]([OH:25])[C:21]=2[CH:26]=1.C(N(CC)CC)C.C(OCC)(=O)C, predict the reaction product. (6) Given the reactants [OH:1][C:2]1[CH:7]=[C:6]([OH:8])[CH:5]=[CH:4][C:3]=1[C:9](=[O:18])[CH2:10][C:11]1[CH:16]=[CH:15][C:14]([OH:17])=[CH:13][CH:12]=1.[C:19](O[C:19](=O)[CH2:20][CH2:21][CH3:22])(=O)[CH2:20][CH2:21][CH3:22].O.Cl, predict the reaction product. The product is: [OH:8][C:6]1[CH:7]=[C:2]2[C:3]([C:9](=[O:18])[C:10]([C:11]3[CH:16]=[CH:15][C:14]([OH:17])=[CH:13][CH:12]=3)=[C:19]([CH2:20][CH2:21][CH3:22])[O:1]2)=[CH:4][CH:5]=1.